From a dataset of Forward reaction prediction with 1.9M reactions from USPTO patents (1976-2016). Predict the product of the given reaction. Given the reactants C(N(CC)C(C)C)(C)C.CN(C(ON1N=NC2C=CC=NC1=2)=[N+](C)C)C.F[P-](F)(F)(F)(F)F.[CH2:34]([CH:36]1[NH:41][CH2:40][CH:39]([CH3:42])[NH:38][C:37]1=[O:43])[CH3:35].[Cl:44][C:45]1[CH:50]=[CH:49][N:48]=[C:47]([CH2:51][NH:52][C:53]2[O:54][C:55]3[C:61]([O:62][CH3:63])=[CH:60][C:59]([C:64](O)=[O:65])=[CH:58][C:56]=3[N:57]=2)[CH:46]=1, predict the reaction product. The product is: [Cl:44][C:45]1[CH:50]=[CH:49][N:48]=[C:47]([CH2:51][NH:52][C:53]2[O:54][C:55]3[C:61]([O:62][CH3:63])=[CH:60][C:59]([C:64]([N:41]4[CH2:40][CH:39]([CH3:42])[NH:38][C:37](=[O:43])[CH:36]4[CH2:34][CH3:35])=[O:65])=[CH:58][C:56]=3[N:57]=2)[CH:46]=1.